This data is from Reaction yield outcomes from USPTO patents with 853,638 reactions. The task is: Predict the reaction yield, written as a fraction of the theoretical maximum amount of product (1.0 means a 100% yield; for example, 0.34 means a 34% yield). (1) The reactants are F[C:2]1[C:7]([C:8]2[N:13]=[C:12]([CH3:14])[N:11]=[C:10]([N:15]([CH2:25][C:26]3[CH:31]=[CH:30][C:29]([O:32][CH3:33])=[CH:28][CH:27]=3)[CH2:16][C:17]3[CH:22]=[CH:21][C:20]([O:23][CH3:24])=[CH:19][CH:18]=3)[CH:9]=2)=[CH:6][C:5]([C@H:34]([N:36]2[CH2:41][CH2:40][N:39]([S:42]([CH3:45])(=[O:44])=[O:43])[CH2:38][C@@H:37]2[CH3:46])[CH3:35])=[CH:4][N:3]=1.[F:47][C:48]1[CH:49]=[C:50]([NH2:56])[CH:51]=[N:52][C:53]=1[O:54][CH3:55].C[Si]([N-][Si](C)(C)C)(C)C.[Li+].[NH4+].[Cl-]. The catalyst is C1COCC1. The product is [F:47][C:48]1[CH:49]=[C:50]([NH:56][C:2]2[C:7]([C:8]3[N:13]=[C:12]([CH3:14])[N:11]=[C:10]([N:15]([CH2:16][C:17]4[CH:22]=[CH:21][C:20]([O:23][CH3:24])=[CH:19][CH:18]=4)[CH2:25][C:26]4[CH:27]=[CH:28][C:29]([O:32][CH3:33])=[CH:30][CH:31]=4)[CH:9]=3)=[CH:6][C:5]([C@H:34]([N:36]3[CH2:41][CH2:40][N:39]([S:42]([CH3:45])(=[O:44])=[O:43])[CH2:38][C@@H:37]3[CH3:46])[CH3:35])=[CH:4][N:3]=2)[CH:51]=[N:52][C:53]=1[O:54][CH3:55]. The yield is 0.324. (2) The reactants are C[O:2][C:3](=[O:34])[CH2:4][CH2:5][CH2:6][N:7]([C:16]([C@@:18]1([CH3:33])[CH2:21][CH2:20][N:19]1[C:22]([C:24]1[C:25]2[CH:32]=[CH:31][CH:30]=[CH:29][C:26]=2[S:27][CH:28]=1)=[O:23])=[O:17])[CH2:8][C:9]1[CH:14]=[CH:13][CH:12]=[C:11]([Cl:15])[CH:10]=1.[OH-].[Na+]. The catalyst is CO. The product is [S:27]1[CH:28]=[C:24]([C:22]([N:19]2[CH2:20][CH2:21][C@:18]2([CH3:33])[C:16]([N:7]([CH2:8][C:9]2[CH:14]=[CH:13][CH:12]=[C:11]([Cl:15])[CH:10]=2)[CH2:6][CH2:5][CH2:4][C:3]([OH:34])=[O:2])=[O:17])=[O:23])[C:25]2[CH:32]=[CH:31][CH:30]=[CH:29][C:26]1=2. The yield is 0.970. (3) The reactants are [CH3:1][C:2]1[C:3]([C:13]([F:16])([F:15])[F:14])=[CH:4][C:5]([N+:10]([O-])=O)=[C:6]([CH:9]=1)[C:7]#[N:8].C(O)C. The catalyst is CO.Cl.[Fe]. The product is [NH2:10][C:5]1[CH:4]=[C:3]([C:13]([F:14])([F:15])[F:16])[C:2]([CH3:1])=[CH:9][C:6]=1[C:7]#[N:8]. The yield is 0.780. (4) The reactants are [H-].[Na+].[Cl:3][C:4]1[C:9]([NH:10][S:11]([CH2:14][CH3:15])(=[O:13])=[O:12])=[CH:8][C:7]([C:16]2[CH:17]=[C:18]3[C:23](=[CH:24][CH:25]=2)[N:22]=[CH:21][N:20]=[C:19]3[N:26]2[CH2:31][CH2:30][O:29][CH2:28][CH2:27]2)=[CH:6][N:5]=1.[CH3:32]I. The catalyst is CN(C=O)C. The product is [Cl:3][C:4]1[C:9]([N:10]([CH3:32])[S:11]([CH2:14][CH3:15])(=[O:12])=[O:13])=[CH:8][C:7]([C:16]2[CH:17]=[C:18]3[C:23](=[CH:24][CH:25]=2)[N:22]=[CH:21][N:20]=[C:19]3[N:26]2[CH2:31][CH2:30][O:29][CH2:28][CH2:27]2)=[CH:6][N:5]=1. The yield is 0.240. (5) The reactants are [CH3:1][O:2][C:3]([C:5]1([C:8]2[CH:13]=[CH:12][C:11]([O:14]C)=[C:10]([N+:16]([O-:18])=[O:17])[CH:9]=2)[CH2:7][CH2:6]1)=[O:4].B(Br)(Br)Br.O. The catalyst is C(Cl)Cl. The product is [CH3:1][O:2][C:3]([C:5]1([C:8]2[CH:13]=[CH:12][C:11]([OH:14])=[C:10]([N+:16]([O-:18])=[O:17])[CH:9]=2)[CH2:6][CH2:7]1)=[O:4]. The yield is 0.780.